This data is from Forward reaction prediction with 1.9M reactions from USPTO patents (1976-2016). The task is: Predict the product of the given reaction. (1) Given the reactants Br[C:2]1[N:3]=[C:4]([Cl:9])[C:5]([NH2:8])=[N:6][CH:7]=1.[CH3:10][C:11]1[CH:16]=[CH:15][C:14]([S:17]([N:20]2[CH2:25][CH2:24][O:23][CH2:22][CH2:21]2)(=[O:19])=[O:18])=[CH:13][C:12]=1B(O)O.C([O-])([O-])=O.[Na+].[Na+].CCCC(C)C, predict the reaction product. The product is: [Cl:9][C:4]1[C:5]([NH2:8])=[N:6][CH:7]=[C:2]([C:12]2[CH:13]=[C:14]([S:17]([N:20]3[CH2:25][CH2:24][O:23][CH2:22][CH2:21]3)(=[O:19])=[O:18])[CH:15]=[CH:16][C:11]=2[CH3:10])[N:3]=1. (2) The product is: [F:4][C:3]([F:6])([F:5])[CH:9]([C:11]1[CH:12]=[C:13]([CH2:17][C:18]([O:20][CH2:21][CH3:22])=[O:19])[CH:14]=[CH:15][CH:16]=1)[OH:10]. Given the reactants C[Si](C)(C)[C:3]([F:6])([F:5])[F:4].[CH:9]([C:11]1[CH:12]=[C:13]([CH2:17][C:18]([O:20][CH2:21][CH3:22])=[O:19])[CH:14]=[CH:15][CH:16]=1)=[O:10].[F-].[Cs+].CCCC[N+](CCCC)(CCCC)CCCC.[F-], predict the reaction product. (3) Given the reactants [NH2:1][C:2]1[S:3][CH:4]=[C:5]([C:7](=[O:13])[C:8]([O:10][CH2:11][CH3:12])=[O:9])[N:6]=1.[Cl:14][C:15]1[CH:20]=[C:19]([Cl:21])[CH:18]=[C:17]([Cl:22])[C:16]=1[S:23](Cl)(=[O:25])=[O:24], predict the reaction product. The product is: [O:13]=[C:7]([C:5]1[N:6]=[C:2]([NH:1][S:23]([C:16]2[C:17]([Cl:22])=[CH:18][C:19]([Cl:21])=[CH:20][C:15]=2[Cl:14])(=[O:25])=[O:24])[S:3][CH:4]=1)[C:8]([O:10][CH2:11][CH3:12])=[O:9]. (4) Given the reactants Br[C:2]1[CH:7]=[CH:6][C:5]([O:8][CH3:9])=[CH:4][CH:3]=1.C([Li])CCC.[CH2:15]([N:22]1[CH2:27][CH2:26][C:25](=[O:28])[CH2:24][CH2:23]1)[C:16]1[CH:21]=[CH:20][CH:19]=[CH:18][CH:17]=1.[NH4+].[Cl-], predict the reaction product. The product is: [CH2:15]([N:22]1[CH2:27][CH2:26][C:25]([C:2]2[CH:7]=[CH:6][C:5]([O:8][CH3:9])=[CH:4][CH:3]=2)([OH:28])[CH2:24][CH2:23]1)[C:16]1[CH:17]=[CH:18][CH:19]=[CH:20][CH:21]=1. (5) Given the reactants [NH2:1][C:2]1[C:7]([OH:8])=[CH:6][CH:5]=[CH:4][N:3]=1.[H-].[Na+].[Br:11][C:12]1[CH:17]=[C:16]([Br:18])[CH:15]=[CH:14][C:13]=1F, predict the reaction product. The product is: [Br:11][C:12]1[CH:17]=[C:16]([Br:18])[CH:15]=[CH:14][C:13]=1[O:8][C:7]1[C:2]([NH2:1])=[N:3][CH:4]=[CH:5][CH:6]=1. (6) Given the reactants [CH3:1][C:2]1[S:6][C:5]2[NH:7][C:8]3[CH:9]=[CH:10][CH:11]=[CH:12][C:13]=3[N:14]=[C:15]([N:16]3[CH2:21][CH2:20][N:19]([CH3:22])[CH2:18][CH2:17]3)[C:4]=2[CH:3]=1.[C:23]([OH:26])(=[O:25])[CH3:24].C(OCC)C, predict the reaction product. The product is: [CH3:1][C:2]1[S:6][C:5]2[NH:7][C:8]3[CH:9]=[CH:10][CH:11]=[CH:12][C:13]=3[N:14]=[C:15]([N:16]3[CH2:17][CH2:18][N:19]([CH3:22])[CH2:20][CH2:21]3)[C:4]=2[CH:3]=1.[C:23]([O-:26])(=[O:25])[CH3:24]. (7) Given the reactants [CH2:1]([O:5][C:6]([NH:8][C:9]([CH3:22])([CH3:21])[CH2:10][CH2:11][C:12]1[CH:20]=[CH:19][C:15]([C:16]([OH:18])=O)=[CH:14][CH:13]=1)=[O:7])[CH2:2][CH2:3][CH3:4].N1CCCCC1.ON1[C:34]2[CH:35]=[CH:36][CH:37]=C[C:33]=2[N:32]=[N:31]1.C(N(C(C)C)CC)(C)C.CN(CCCN=C=NCC)C.C(O)(=O)CC(CC(O)=O)(C(O)=O)O, predict the reaction product. The product is: [N:32]1([NH:31][C:16](=[O:18])[C:15]2[CH:14]=[CH:13][C:12]([CH2:11][CH2:10][C:9]([CH3:22])([NH:8][C:6]([O:5][CH2:1][CH2:2][CH2:3][CH3:4])=[O:7])[CH3:21])=[CH:20][CH:19]=2)[CH2:37][CH2:36][CH2:35][CH2:34][CH2:33]1.